Dataset: Full USPTO retrosynthesis dataset with 1.9M reactions from patents (1976-2016). Task: Predict the reactants needed to synthesize the given product. (1) Given the product [Cl:17][C:18]1[CH:23]=[CH:22][CH:21]=[C:20]([Cl:24])[C:19]=1[N:25]1[C:8](=[O:10])[C:7]2[C:2](=[N:3][C:4]([S:13][CH3:14])=[N:5][CH:6]=2)[NH:1][C:26]1=[O:27], predict the reactants needed to synthesize it. The reactants are: [NH2:1][C:2]1[C:7]([C:8]([O:10]CC)=O)=[CH:6][N:5]=[C:4]([S:13][CH3:14])[N:3]=1.[H-].[Na+].[Cl:17][C:18]1[CH:23]=[CH:22][CH:21]=[C:20]([Cl:24])[C:19]=1[N:25]=[C:26]=[O:27].Cl. (2) Given the product [C:1]([O:5][C:6](=[O:21])[NH:7][CH2:8][C:9](=[O:20])[NH:10][C:11]1[CH:16]=[CH:15][C:14]([CH:17]=[O:18])=[C:13]([Cl:19])[CH:12]=1)([CH3:4])([CH3:2])[CH3:3], predict the reactants needed to synthesize it. The reactants are: [C:1]([O:5][C:6](=[O:21])[NH:7][CH2:8][C:9](=[O:20])[NH:10][C:11]1[CH:16]=[CH:15][C:14]([CH2:17][OH:18])=[C:13]([Cl:19])[CH:12]=1)([CH3:4])([CH3:3])[CH3:2]. (3) Given the product [CH3:26][CH:25]([CH2:10][CH2:9][CH:8]=[C:7]([CH3:12])[CH3:5])[CH2:24][CH2:23][O:27][CH2:4][C:5]([C:7]1[CH:12]=[C:11]([CH:13]([CH3:15])[CH3:14])[C:10]([OH:16])=[C:9]([CH:17]([CH3:19])[CH3:18])[CH:8]=1)=[O:6], predict the reactants needed to synthesize it. The reactants are: [OH-].[K+].Cl[CH2:4][C:5]([C:7]1[CH:12]=[C:11]([CH:13]([CH3:15])[CH3:14])[C:10]([OH:16])=[C:9]([CH:17]([CH3:19])[CH3:18])[CH:8]=1)=[O:6].Cl.CN1[CH2:26][CH2:25][CH2:24][C:23]1=[O:27]. (4) Given the product [Cl:18][CH2:17][CH2:16][CH2:15][O:1][C:2]1[CH:11]=[CH:10][C:5]([C:6]([O:8][CH3:9])=[O:7])=[CH:4][C:3]=1[O:12][CH3:13], predict the reactants needed to synthesize it. The reactants are: [OH:1][C:2]1[CH:11]=[CH:10][C:5]([C:6]([O:8][CH3:9])=[O:7])=[CH:4][C:3]=1[O:12][CH3:13].Br[CH2:15][CH2:16][CH2:17][Cl:18].C(=O)([O-])[O-].[K+].[K+]. (5) Given the product [NH2:1][C:2]1[C:3]([CH2:4][OH:5])=[CH:7][CH:8]=[CH:9][N:10]=1, predict the reactants needed to synthesize it. The reactants are: [NH2:1][C:2]1[N:10]=[CH:9][CH:8]=[CH:7][C:3]=1[C:4](O)=[O:5].[H-].[H-].[H-].[H-].[Li+].[Al+3]. (6) Given the product [NH2:19][C:20]1[CH:25]=[C:24]([OH:26])[C:23]([CH3:27])=[CH:22][C:21]=1[N:15]=[N:1][C:2]1[C:3]([CH3:13])=[CH:4][C:5]([CH3:12])=[C:6]([S:8]([OH:11])(=[O:9])=[O:10])[CH:7]=1, predict the reactants needed to synthesize it. The reactants are: [NH2:1][C:2]1[CH:7]=[C:6]([S:8]([OH:11])(=[O:10])=[O:9])[C:5]([CH3:12])=[CH:4][C:3]=1[CH3:13].Cl.[N:15]([O-])=O.[Na+].[NH2:19][C:20]1[CH:21]=[CH:22][C:23]([CH3:27])=[C:24]([OH:26])[CH:25]=1. (7) Given the product [OH:15]/[N:14]=[C:7](/[C:3]1[N:2]([CH3:1])[CH:6]=[CH:5][CH:4]=1)\[C:8]([O:10][CH2:11][CH3:12])=[O:9], predict the reactants needed to synthesize it. The reactants are: [CH3:1][N:2]1[CH:6]=[CH:5][CH:4]=[C:3]1[C:7](=O)[C:8]([O:10][CH2:11][CH3:12])=[O:9].[NH2:14][OH:15].Cl.N1C=CC=CC=1.